The task is: Predict the reaction yield, written as a fraction of the theoretical maximum amount of product (1.0 means a 100% yield; for example, 0.34 means a 34% yield).. This data is from Reaction yield outcomes from USPTO patents with 853,638 reactions. (1) The reactants are [CH3:1]S(C)=O.[CH3:5][N:6]([CH3:12])[C@@H:7]1[CH2:11][CH2:10][NH:9][CH2:8]1.[C:13]([C:15]1[C:20]2[N:21]=[C:22]([C:24]([N:26]([CH3:33])N3C=CC=CC3)=[O:25])[O:23][C:19]=2[C:18](F)=[C:17]([C:35]2[CH:40]=[CH:39][CH:38]=[CH:37][CH:36]=2)[C:16]=1[CH3:41])#[N:14].C([N:44]([CH2:47][CH3:48])[CH2:45][CH3:46])C. The catalyst is [Cl-].[Na+].O. The product is [C:13]([C:15]1[C:20]2[N:21]=[C:22]([C:24]([N:26]([CH3:33])[C:47]3[CH:48]=[CH:1][CH:46]=[CH:45][N:44]=3)=[O:25])[O:23][C:19]=2[C:18]([N:9]2[CH2:10][CH2:11][C@H:7]([N:6]([CH3:12])[CH3:5])[CH2:8]2)=[C:17]([C:35]2[CH:40]=[CH:39][CH:38]=[CH:37][CH:36]=2)[C:16]=1[CH3:41])#[N:14]. The yield is 0.200. (2) The reactants are [N:1]1[CH:6]=[CH:5][CH:4]=[CH:3][C:2]=1[C:7]1[NH:8][C:9]2[C:14]([CH:15]=1)=[CH:13][CH:12]=[C:11]([C:16]([O:18][CH3:19])=[O:17])[CH:10]=2.[H-].[Na+].Br[CH:23]1[CH2:28][CH2:27][CH2:26][CH:25]=[CH:24]1. The catalyst is CN(C=O)C.CCOC(C)=O.Cl. The product is [CH:28]1([C:15]2[C:14]3[C:9](=[CH:10][C:11]([C:16]([O:18][CH3:19])=[O:17])=[CH:12][CH:13]=3)[NH:8][C:7]=2[C:2]2[CH:3]=[CH:4][CH:5]=[CH:6][N:1]=2)[CH2:27][CH2:26][CH2:25][CH:24]=[CH:23]1. The yield is 0.180.